Task: Predict the reaction yield, written as a fraction of the theoretical maximum amount of product (1.0 means a 100% yield; for example, 0.34 means a 34% yield).. Dataset: Reaction yield outcomes from USPTO patents with 853,638 reactions The reactants are Br[C:2]1[CH:19]=[CH:18][C:5]2/[C:6](=[CH:15]\[C:16]#[N:17])/[C:7]3[CH:14]=[CH:13][CH:12]=[CH:11][C:8]=3[O:9][CH2:10][C:4]=2[CH:3]=1.Br[C:21]1[CH:38]=[CH:37][C:24]2/[C:25](=[CH:34]/[C:35]#[N:36])/[C:26]3[CH:33]=[CH:32][CH:31]=[CH:30][C:27]=3[O:28][CH2:29][C:23]=2[CH:22]=1.C1(P(C2C=CC=CC=2)CCCP(C2C=CC=CC=2)C2C=CC=CC=2)C=CC=CC=1.[C:68](=O)([O-])[O-:69].[Cs+].[Cs+].[OH-].[Na+].Cl.B.C1COCC1. The catalyst is C(O)C.CN(C=O)C.C1COCC1.C([O-])(=O)C.[Pd+2].C([O-])(=O)C.O.C(OCC)(=O)C. The product is [OH:28][CH2:27][C:2]1[CH:19]=[CH:18][C:5]2/[C:6](=[CH:15]\[C:16]#[N:17])/[C:7]3[CH:14]=[CH:13][CH:12]=[CH:11][C:8]=3[O:9][CH2:10][C:4]=2[CH:3]=1.[OH:69][CH2:68][C:21]1[CH:38]=[CH:37][C:24]2/[C:25](=[CH:34]/[C:35]#[N:36])/[C:26]3[CH:33]=[CH:32][CH:31]=[CH:30][C:27]=3[O:28][CH2:29][C:23]=2[CH:22]=1. The yield is 0.340.